From a dataset of Reaction yield outcomes from USPTO patents with 853,638 reactions. Predict the reaction yield, written as a fraction of the theoretical maximum amount of product (1.0 means a 100% yield; for example, 0.34 means a 34% yield). (1) The reactants are Br[C:2]1[CH:8]=[C:7]([N+:9]([O-:11])=[O:10])[CH:6]=[CH:5][C:3]=1[NH2:4].[C:12]([C:14]1[CH:19]=[CH:18][CH:17]=[CH:16][CH:15]=1)#[CH:13]. The catalyst is C(N(CC)CC)C.[Cu]I.Cl[Pd](Cl)([P](C1C=CC=CC=1)(C1C=CC=CC=1)C1C=CC=CC=1)[P](C1C=CC=CC=1)(C1C=CC=CC=1)C1C=CC=CC=1. The product is [N+:9]([C:7]1[CH:6]=[CH:5][C:3]([NH2:4])=[C:2]([C:13]#[C:12][C:14]2[CH:19]=[CH:18][CH:17]=[CH:16][CH:15]=2)[CH:8]=1)([O-:11])=[O:10]. The yield is 0.140. (2) The reactants are [C:1]1([C:33]2[CH:38]=[CH:37][CH:36]=[CH:35][CH:34]=2)[CH:6]=[CH:5][CH:4]=[CH:3][C:2]=1[NH:7][C:8]1[C:20]2[C:19]3[C:14](=[CH:15][CH:16]=[CH:17][CH:18]=3)[C:13]3([C:32]4[CH:31]=[CH:30][CH:29]=[CH:28][C:27]=4[C:26]4[C:21]3=[CH:22][CH:23]=[CH:24][CH:25]=4)[C:12]=2[CH:11]=[CH:10][CH:9]=1.[Br:39][C:40]1[CH:45]=[CH:44][C:43]([C:46]2[CH:51]=[CH:50][C:49](Br)=[CH:48][CH:47]=2)=[CH:42][CH:41]=1.CC(C)([O-])C.[Na+]. The catalyst is CC([O-])=O.CC([O-])=O.[Pd+2].CC1C=CC=CC=1C. The product is [C:1]1([C:33]2[CH:34]=[CH:35][CH:36]=[CH:37][CH:38]=2)[CH:6]=[CH:5][CH:4]=[CH:3][C:2]=1[N:7]([C:49]1[CH:48]=[CH:47][C:46]([C:43]2[CH:42]=[CH:41][C:40]([Br:39])=[CH:45][CH:44]=2)=[CH:51][CH:50]=1)[C:8]1[C:20]2[C:19]3[C:14](=[CH:15][CH:16]=[CH:17][CH:18]=3)[C:13]3([C:32]4[CH:31]=[CH:30][CH:29]=[CH:28][C:27]=4[C:26]4[C:21]3=[CH:22][CH:23]=[CH:24][CH:25]=4)[C:12]=2[CH:11]=[CH:10][CH:9]=1. The yield is 0.350. (3) The reactants are Cl[C:2]1[CH:9]=[CH:8][C:5]([C:6]#[N:7])=[CH:4][N:3]=1.P(Br)(Br)[Br:11]. No catalyst specified. The product is [Br:11][C:2]1[CH:9]=[CH:8][C:5]([C:6]#[N:7])=[CH:4][N:3]=1. The yield is 0.810. (4) The product is [C:1]1([C:7]#[C:8][C:2]2[CH:3]=[C:33]([NH2:30])[CH:34]=[CH:7][C:1]=2[C:6]#[C:5][C:22]2[CH:23]=[CH:24][CH:25]=[CH:26][CH:27]=2)[CH:6]=[CH:5][CH:4]=[CH:3][CH:2]=1. The yield is 0.880. The reactants are [C:1]1([C:7]#[CH:8])[CH:6]=[CH:5][CH:4]=[CH:3][CH:2]=1.[C:22]1(P([C:22]2[CH:27]=[CH:26][CH:25]=[CH:24][CH:23]=2)[C:22]2[CH:27]=[CH:26][CH:25]=[CH:24][CH:23]=2)[CH:27]=[CH:26][CH:25]=[CH:24][CH:23]=1.C([N:30]([CH2:33][CH3:34])CC)C. The catalyst is [Cu](I)I. (5) The reactants are [CH3:1][O:2][C:3](=[O:20])[CH2:4][CH:5]([N:8]1[C:17](=[O:18])[C:16]2[C:11](=[CH:12][CH:13]=[CH:14][CH:15]=2)[NH:10][C:9]1=[O:19])[CH2:6][CH3:7].Br[CH2:22][C:23]1[C:27]2[C:28]([CH3:33])=[CH:29][C:30]([CH3:32])=[CH:31][C:26]=2[S:25][N:24]=1.C([O-])([O-])=O.[K+].[K+].O. The catalyst is CN(C=O)C. The product is [CH3:1][O:2][C:3](=[O:20])[CH2:4][CH:5]([N:8]1[C:17](=[O:18])[C:16]2[C:11](=[CH:12][CH:13]=[CH:14][CH:15]=2)[N:10]([CH2:22][C:23]2[C:27]3[C:28]([CH3:33])=[CH:29][C:30]([CH3:32])=[CH:31][C:26]=3[S:25][N:24]=2)[C:9]1=[O:19])[CH2:6][CH3:7]. The yield is 0.800.